This data is from Forward reaction prediction with 1.9M reactions from USPTO patents (1976-2016). The task is: Predict the product of the given reaction. (1) Given the reactants C(O[C:6]([C:8]1[N:9]=[C:10]([C:32]#[N:33])[C:11]2[C:16]([C:17]=1[OH:18])=[CH:15][C:14]([O:19][C:20]1[CH:21]=[CH:22][C:23]3[O:27][C:26]([N:28]([CH3:30])[CH3:29])=[N:25][C:24]=3[CH:31]=1)=[CH:13][CH:12]=2)=[O:7])CCC.[NH2:34][CH2:35][C:36]([OH:38])=[O:37].C[O-].[Na+].CO, predict the reaction product. The product is: [C:32]([C:10]1[C:11]2[C:16](=[CH:15][C:14]([O:19][C:20]3[CH:21]=[CH:22][C:23]4[O:27][C:26]([N:28]([CH3:29])[CH3:30])=[N:25][C:24]=4[CH:31]=3)=[CH:13][CH:12]=2)[C:17]([OH:18])=[C:8]([C:6]([NH:34][CH2:35][C:36]([OH:38])=[O:37])=[O:7])[N:9]=1)#[N:33]. (2) Given the reactants [Br-].[CH2:2]([P+](C1C=CC=CC=1)(C1C=CC=CC=1)C1C=CC=CC=1)[CH2:3][CH3:4].CC(C)([O-])C.[K+].[CH2:30]([O:32][C:33]1[CH:38]=[CH:37][C:36]([C:39]2[Se:43][C:42]([CH:44]=O)=[CH:41][CH:40]=2)=[C:35]([F:46])[C:34]=1[F:47])[CH3:31].Cl, predict the reaction product. The product is: [CH2:30]([O:32][C:33]1[CH:38]=[CH:37][C:36]([C:39]2[Se:43][C:42]([CH:44]=[CH:2][CH2:3][CH3:4])=[CH:41][CH:40]=2)=[C:35]([F:46])[C:34]=1[F:47])[CH3:31]. (3) Given the reactants [CH3:1][C:2](=[N:4][OH:5])[CH3:3].C([Li])CCC.[CH3:11][O:12][C:13]1[C:21]2[CH:20]=[C:19]([C:22](OC)=O)[O:18][C:17]=2[CH:16]=[CH:15][CH:14]=1.S(=O)(=O)(O)O.C(=O)([O-])O.[Na+], predict the reaction product. The product is: [CH3:11][O:12][C:13]1[C:21]2[CH:20]=[C:19]([C:22]3[O:5][N:4]=[C:2]([CH3:3])[CH:1]=3)[O:18][C:17]=2[CH:16]=[CH:15][CH:14]=1. (4) Given the reactants Cl[C:2]1[N:7]2[N:8]=[CH:9][CH:10]=[C:6]2[N:5]=[C:4]([NH:11][C:12](=[O:23])[C:13]2[CH:18]=[CH:17][C:16]([C:19]([OH:22])([CH3:21])[CH3:20])=[CH:15][CH:14]=2)[CH:3]=1.[NH:24]1[CH2:29][CH2:28][O:27][CH2:26][CH2:25]1, predict the reaction product. The product is: [OH:22][C:19]([C:16]1[CH:17]=[CH:18][C:13]([C:12]([NH:11][C:4]2[CH:3]=[C:2]([N:24]3[CH2:29][CH2:28][O:27][CH2:26][CH2:25]3)[N:7]3[N:8]=[CH:9][CH:10]=[C:6]3[N:5]=2)=[O:23])=[CH:14][CH:15]=1)([CH3:21])[CH3:20].